Dataset: Full USPTO retrosynthesis dataset with 1.9M reactions from patents (1976-2016). Task: Predict the reactants needed to synthesize the given product. (1) The reactants are: [OH:1][C:2]1[CH:7]=[CH:6][C:5]([C:8](=O)[CH3:9])=[CH:4][CH:3]=1.Cl.[F:12][C:13]([F:24])([F:23])[C:14]1[CH:22]=[CH:21][C:17]([CH2:18][O:19][NH2:20])=[CH:16][CH:15]=1.C(O)(=O)C.C([O-])(=O)C.[Na+]. Given the product [F:12][C:13]([F:23])([F:24])[C:14]1[CH:22]=[CH:21][C:17]([CH2:18][O:19][N:20]=[C:8]([C:5]2[CH:6]=[CH:7][C:2]([OH:1])=[CH:3][CH:4]=2)[CH3:9])=[CH:16][CH:15]=1, predict the reactants needed to synthesize it. (2) Given the product [C:1]([O:5][C:6](=[O:23])[NH:7][C:8]([CH:16]1[CH2:21][CH2:20][CH:19]([OH:22])[CH2:18][CH2:17]1)([C:10]1[CH:11]=[CH:12][CH:13]=[CH:14][CH:15]=1)[CH3:9])([CH3:2])([CH3:3])[CH3:4], predict the reactants needed to synthesize it. The reactants are: [C:1]([O:5][C:6](=[O:23])[NH:7][C:8]([CH:16]1[CH2:21][CH2:20][C:19](=[O:22])[CH2:18][CH2:17]1)([C:10]1[CH:15]=[CH:14][CH:13]=[CH:12][CH:11]=1)[CH3:9])([CH3:4])([CH3:3])[CH3:2].[BH4-].[Na+].O.